From a dataset of Forward reaction prediction with 1.9M reactions from USPTO patents (1976-2016). Predict the product of the given reaction. (1) Given the reactants [NH2:1][C:2]1[CH:7]=[CH:6][N:5]=[CH:4][CH:3]=1.[CH3:8][O:9][C:10]1[CH:15]=[CH:14][C:13]([N:16]=[C:17]=[O:18])=[CH:12][CH:11]=1, predict the reaction product. The product is: [CH3:8][O:9][C:10]1[CH:15]=[CH:14][C:13]([NH:16][C:17]([NH:1][C:2]2[CH:7]=[CH:6][N:5]=[CH:4][CH:3]=2)=[O:18])=[CH:12][CH:11]=1. (2) The product is: [CH3:1][C:2]1[N:3]=[CH:4][C:5](/[CH:6]=[CH:11]/[C:12]([OH:14])=[O:13])=[CH:8][CH:9]=1. Given the reactants [CH3:1][C:2]1[CH:9]=[CH:8][C:5]([CH:6]=O)=[CH:4][N:3]=1.C(O)(=O)[CH2:11][C:12]([OH:14])=[O:13].N1CCCCC1, predict the reaction product.